From a dataset of Catalyst prediction with 721,799 reactions and 888 catalyst types from USPTO. Predict which catalyst facilitates the given reaction. (1) Reactant: [F:1][C:2]([F:30])([F:29])[S:3]([NH:6][C:7]1[CH:12]=[CH:11][C:10]([CH2:13][CH2:14][N:15]2[C:25](=[O:26])[C:24]3[N:27]4[C:17](=[CH:18][N:19]=[C:20]4[CH:21]=[CH:22][CH:23]=3)[C:16]2=[O:28])=[CH:9][CH:8]=1)(=[O:5])=[O:4].[ClH:31]. Product: [ClH:31].[F:29][C:2]([F:1])([F:30])[S:3]([NH:6][C:7]1[CH:12]=[CH:11][C:10]([CH2:13][CH2:14][N:15]2[C:25](=[O:26])[C:24]3[N:27]4[C:17](=[CH:18][N:19]=[C:20]4[CH:21]=[CH:22][CH:23]=3)[C:16]2=[O:28])=[CH:9][CH:8]=1)(=[O:4])=[O:5]. The catalyst class is: 5. (2) Reactant: [CH3:1][C:2]1([CH3:19])[CH:7]([OH:8])[CH:6]([OH:9])[CH2:5][CH:4]([C:10]2[CH:15]=[CH:14][N:13]=[CH:12][C:11]=2[N+:16]([O-:18])=[O:17])[O:3]1.N1C=CN=C1.[C:25]([Si:29](Cl)([CH3:31])[CH3:30])([CH3:28])([CH3:27])[CH3:26].O. Product: [Si:29]([O:9][CH:6]1[CH2:5][CH:4]([C:10]2[CH:15]=[CH:14][N:13]=[CH:12][C:11]=2[N+:16]([O-:18])=[O:17])[O:3][C:2]([CH3:19])([CH3:1])[CH:7]1[OH:8])([C:25]([CH3:28])([CH3:27])[CH3:26])([CH3:31])[CH3:30]. The catalyst class is: 3. (3) Reactant: C(Cl)(=O)C(Cl)=O.CS(C)=O.[Cl:11][C:12]1[CH:13]=[C:14]([C@H:19]2[C@H:25]([CH2:26][OH:27])[O:24][CH2:23][CH2:22][N:21]([C:28]([O:30][C:31]([CH3:34])([CH3:33])[CH3:32])=[O:29])[CH2:20]2)[CH:15]=[CH:16][C:17]=1[Cl:18].O. Product: [Cl:11][C:12]1[CH:13]=[C:14]([C@H:19]2[C@H:25]([CH:26]=[O:27])[O:24][CH2:23][CH2:22][N:21]([C:28]([O:30][C:31]([CH3:34])([CH3:33])[CH3:32])=[O:29])[CH2:20]2)[CH:15]=[CH:16][C:17]=1[Cl:18]. The catalyst class is: 531. (4) Reactant: [H-].[Na+].[Br:3][C:4]1[C:5]([NH:10][C:11](=[O:29])[CH2:12][C:13]2[CH2:14][CH2:15][N:16]([C:19]([O:21][CH2:22][C:23]3[CH:28]=[CH:27][CH:26]=[CH:25][CH:24]=3)=[O:20])[CH2:17][CH:18]=2)=[N:6][CH:7]=[CH:8][CH:9]=1.[CH3:30][Si:31]([CH3:38])([CH3:37])[CH2:32][CH2:33][O:34][CH2:35]Cl. Product: [Br:3][C:4]1[C:5]([N:10]([CH2:35][O:34][CH2:33][CH2:32][Si:31]([CH3:38])([CH3:37])[CH3:30])[C:11](=[O:29])[CH2:12][C:13]2[CH2:14][CH2:15][N:16]([C:19]([O:21][CH2:22][C:23]3[CH:24]=[CH:25][CH:26]=[CH:27][CH:28]=3)=[O:20])[CH2:17][CH:18]=2)=[N:6][CH:7]=[CH:8][CH:9]=1. The catalyst class is: 1. (5) Reactant: [CH2:1]([N:8]([CH2:19][C:20]1[CH:25]=[CH:24][CH:23]=[CH:22][CH:21]=1)[C@@H:9]([CH3:18])[C:10](=[O:17])[CH2:11][C:12]([O:14][CH2:15][CH3:16])=[O:13])[C:2]1[CH:7]=[CH:6][CH:5]=[CH:4][CH:3]=1.Br[CH2:27][CH2:28]Br.C(=O)([O-])[O-].[K+].[K+].O. Product: [CH2:1]([N:8]([CH2:19][C:20]1[CH:21]=[CH:22][CH:23]=[CH:24][CH:25]=1)[CH:9]([CH3:18])[C:10]([C:11]1([C:12]([O:14][CH2:15][CH3:16])=[O:13])[CH2:28][CH2:27]1)=[O:17])[C:2]1[CH:3]=[CH:4][CH:5]=[CH:6][CH:7]=1. The catalyst class is: 21.